Dataset: Forward reaction prediction with 1.9M reactions from USPTO patents (1976-2016). Task: Predict the product of the given reaction. (1) Given the reactants [CH3:1][C:2]1[N:7]=[CH:6][C:5]([C:8]#[C:9][C:10]2[C:18]3[NH:17][C:16]4[CH:19]5[CH2:25][CH2:24][N:22]([CH2:23][C:15]=4[C:14]=3[CH:13]=[CH:12][CH:11]=2)[CH2:21][CH2:20]5)=[CH:4][CH:3]=1, predict the reaction product. The product is: [CH3:1][C:2]1[N:7]=[CH:6][C:5](/[CH:8]=[CH:9]\[C:10]2[C:18]3[NH:17][C:16]4[CH:19]5[CH2:25][CH2:24][N:22]([CH2:23][C:15]=4[C:14]=3[CH:13]=[CH:12][CH:11]=2)[CH2:21][CH2:20]5)=[CH:4][CH:3]=1. (2) Given the reactants [CH2:1]([C:3]1[CH:9]=[CH:8][CH:7]=[CH:6][C:4]=1[NH2:5])[CH3:2].[CH:10]([C:12]([CH3:14])=O)=[CH2:11], predict the reaction product. The product is: [CH2:1]([C:3]1[CH:9]=[CH:8][CH:7]=[C:6]2[C:4]=1[N:5]=[CH:11][CH:10]=[C:12]2[CH3:14])[CH3:2]. (3) Given the reactants Br[C:2]1[N:7]=[C:6]([N:8]2[CH2:13][CH2:12][CH:11]([CH2:14][CH2:15][OH:16])[CH2:10][CH2:9]2)[CH:5]=[CH:4][CH:3]=1.[F:17][C:18]1[CH:23]=[CH:22][C:21](B(O)O)=[CH:20][CH:19]=1.C(=O)([O-])[O-].[K+].[K+], predict the reaction product. The product is: [F:17][C:18]1[CH:23]=[CH:22][C:21]([C:2]2[N:7]=[C:6]([N:8]3[CH2:13][CH2:12][CH:11]([CH2:14][CH2:15][OH:16])[CH2:10][CH2:9]3)[CH:5]=[CH:4][CH:3]=2)=[CH:20][CH:19]=1. (4) Given the reactants C[Si]([N-][Si](C)(C)C)(C)C.[Na+].O1CCCC1.[CH3:16][O:17][C:18]1[CH:19]=[C:20]2[C:25](=[CH:26][C:27]=1[O:28][CH2:29][CH2:30][N:31]1[CH2:36][CH2:35][O:34][CH2:33][CH2:32]1)[N:24]=[CH:23][N:22]=[C:21]2OC1C(F)=C(F)C(F)=C(F)C=1F.[Cl:49][C:50]1[CH:58]=[C:57]([C:59]#[C:60][CH2:61][O:62][CH3:63])[C:53]2[O:54][CH2:55][O:56][C:52]=2[C:51]=1[NH2:64].[Cl-].[NH4+], predict the reaction product. The product is: [Cl:49][C:50]1[CH:58]=[C:57]([C:59]#[C:60][CH2:61][O:62][CH3:63])[C:53]2[O:54][CH2:55][O:56][C:52]=2[C:51]=1[NH:64][C:21]1[C:20]2[C:25](=[CH:26][C:27]([O:28][CH2:29][CH2:30][N:31]3[CH2:32][CH2:33][O:34][CH2:35][CH2:36]3)=[C:18]([O:17][CH3:16])[CH:19]=2)[N:24]=[CH:23][N:22]=1.